Dataset: Forward reaction prediction with 1.9M reactions from USPTO patents (1976-2016). Task: Predict the product of the given reaction. (1) Given the reactants [CH:1]1([CH2:4][N:5]2[CH2:30][CH2:29][C@:12]34[C:13]5[C:14]6[O:28][C@H:11]3[C:10]([O:33][CH3:34])([O:31][CH3:32])[CH2:9][CH2:8][C@@:7]4([OH:35])[C@H:6]2[CH2:19][C:18]=5[CH:17]=[CH:16][C:15]=6[O:20][CH2:21][C:22]2[CH:27]=[CH:26][CH:25]=[CH:24][CH:23]=2)[CH2:3][CH2:2]1.[H-].[Na+].S(OCC)(O[CH2:42][CH3:43])(=O)=O, predict the reaction product. The product is: [CH:1]1([CH2:4][N:5]2[CH2:30][CH2:29][C@:12]34[C:13]5[C:14]6[O:28][C@H:11]3[C:10]([O:31][CH3:32])([O:33][CH3:34])[CH2:9][CH2:8][C@@:7]4([O:35][CH2:42][CH3:43])[C@H:6]2[CH2:19][C:18]=5[CH:17]=[CH:16][C:15]=6[O:20][CH2:21][C:22]2[CH:23]=[CH:24][CH:25]=[CH:26][CH:27]=2)[CH2:3][CH2:2]1. (2) Given the reactants [C:1]([C:3]1[C:12]2[C:7](=[CH:8][CH:9]=[C:10]([O:13][C:14]3[CH:19]=[CH:18][CH:17]=[CH:16][CH:15]=3)[CH:11]=2)[C:6]([OH:20])=[C:5]([C:21](OC)=[O:22])[N:4]=1)#[N:2].[NH2:25][CH2:26][CH2:27][C@H:28]([OH:32])[C:29]([OH:31])=[O:30].C[O-].[Na+], predict the reaction product. The product is: [C:1]([C:3]1[C:12]2[C:7](=[CH:8][CH:9]=[C:10]([O:13][C:14]3[CH:15]=[CH:16][CH:17]=[CH:18][CH:19]=3)[CH:11]=2)[C:6]([OH:20])=[C:5]([C:21]([NH:25][CH2:26][CH2:27][C@H:28]([OH:32])[C:29]([OH:31])=[O:30])=[O:22])[N:4]=1)#[N:2]. (3) Given the reactants C[O:2][C:3](=O)[C:4]1[CH:9]=[CH:8][C:7]([CH3:10])=[C:6]([S:11]([CH3:14])(=[O:13])=[O:12])[CH:5]=1.[BH4-].[Na+], predict the reaction product. The product is: [CH3:10][C:7]1[CH:8]=[CH:9][C:4]([CH2:3][OH:2])=[CH:5][C:6]=1[S:11]([CH3:14])(=[O:13])=[O:12]. (4) Given the reactants Br[C:2]1[C:11]2[C:6](=[C:7]([C:13]#[N:14])[CH:8]=[C:9]([OH:12])[CH:10]=2)[C:5](=[O:15])[N:4]([C:16]2[CH:21]=[CH:20][C:19]([OH:22])=[CH:18][CH:17]=2)[CH:3]=1.C(=O)([O-])[O-].[Cs+].[Cs+].[F:29][C:30]1[CH:31]=[C:32](B(O)O)[CH:33]=[C:34]([F:37])[C:35]=1[F:36], predict the reaction product. The product is: [OH:12][C:9]1[CH:10]=[C:11]2[C:6](=[C:7]([C:13]#[N:14])[CH:8]=1)[C:5](=[O:15])[N:4]([C:16]1[CH:21]=[CH:20][C:19]([OH:22])=[CH:18][CH:17]=1)[CH:3]=[C:2]2[C:32]1[CH:31]=[C:30]([F:29])[C:35]([F:36])=[C:34]([F:37])[CH:33]=1. (5) Given the reactants [N-:1]=[N+:2]=[N-:3].[Na+].Br[CH:6]([C:8]1[N:13]([CH2:14][C:15]2[CH:20]=[CH:19][CH:18]=[C:17]([Cl:21])[C:16]=2[CH3:22])[C:12]2[N:23]=[C:24]([N:26]3[CH2:31][CH2:30][O:29][CH2:28][CH2:27]3)[S:25][C:11]=2[C:10](=[O:32])[N:9]=1)[CH3:7], predict the reaction product. The product is: [N:1]([CH:6]([C:8]1[N:13]([CH2:14][C:15]2[CH:20]=[CH:19][CH:18]=[C:17]([Cl:21])[C:16]=2[CH3:22])[C:12]2[N:23]=[C:24]([N:26]3[CH2:27][CH2:28][O:29][CH2:30][CH2:31]3)[S:25][C:11]=2[C:10](=[O:32])[N:9]=1)[CH3:7])=[N+:2]=[N-:3]. (6) The product is: [CH3:21][S:18]([O:10][CH2:1][CH2:2][CH2:3][CH2:4][CH2:5][CH2:6][CH2:7][CH2:8][CH3:9])(=[O:20])=[O:19]. Given the reactants [CH2:1]([OH:10])[CH2:2][CH2:3][CH2:4][CH2:5][CH2:6][CH2:7][CH2:8][CH3:9].C(N(CC)CC)C.[S:18](Cl)([CH3:21])(=[O:20])=[O:19].CC1C=CN=C(N)C=1C, predict the reaction product. (7) Given the reactants C([NH:8][C@:9]([CH3:30])([CH2:12][CH2:13][C:14]1[CH:23]=[CH:22][C:21]2[C:16](=[CH:17][CH:18]=[C:19]([O:24][CH2:25][CH2:26][CH2:27][CH2:28][CH3:29])[CH:20]=2)[CH:15]=1)[CH2:10][OH:11])(OC(C)(C)C)=O, predict the reaction product. The product is: [NH2:8][C@:9]([CH3:30])([CH2:12][CH2:13][C:14]1[CH:23]=[CH:22][C:21]2[C:16](=[CH:17][CH:18]=[C:19]([O:24][CH2:25][CH2:26][CH2:27][CH2:28][CH3:29])[CH:20]=2)[CH:15]=1)[CH2:10][OH:11]. (8) Given the reactants Cl[C:2]1[C:3]2[C:4](=[CH:14][N:15](CC3C=CC(OC)=CC=3)[N:16]=2)[N:5]=[C:6]([C:8]2[CH:13]=[CH:12][N:11]=[CH:10][CH:9]=2)[N:7]=1.[NH:26]1[C:34]2[C:29](=[CH:30][C:31]([NH2:35])=[CH:32][CH:33]=2)[CH:28]=[N:27]1.Cl, predict the reaction product. The product is: [NH:26]1[C:34]2[C:29](=[CH:30][C:31]([NH:35][C:2]3[C:3]4[NH:16][N:15]=[CH:14][C:4]=4[N:5]=[C:6]([C:8]4[CH:9]=[CH:10][N:11]=[CH:12][CH:13]=4)[N:7]=3)=[CH:32][CH:33]=2)[CH:28]=[N:27]1. (9) Given the reactants C([O:3][C:4]([C:6]1([NH:16][C:17](=[O:30])[C:18]2[CH:23]=[CH:22][CH:21]=[C:20]([CH3:24])[C:19]=2[O:25][CH:26]2[CH2:29][CH2:28][CH2:27]2)[CH2:14][C:13]2[C:8](=[CH:9][CH:10]=[CH:11][C:12]=2[F:15])[CH2:7]1)=[O:5])C.[OH-].[K+], predict the reaction product. The product is: [CH:26]1([O:25][C:19]2[C:20]([CH3:24])=[CH:21][CH:22]=[CH:23][C:18]=2[C:17]([NH:16][C:6]2([C:4]([OH:5])=[O:3])[CH2:14][C:13]3[C:8](=[CH:9][CH:10]=[CH:11][C:12]=3[F:15])[CH2:7]2)=[O:30])[CH2:27][CH2:28][CH2:29]1. (10) Given the reactants [C:1]([O:5][C:6]([NH:8][CH2:9][C@H:10]1[CH2:15][CH2:14][C@H:13]([C:16]([NH:18][C@H:19]([C:37]([NH:39][C:40]2[CH:45]=[CH:44][C:43]([C:46]3[N:47]=[N:48][NH:49][N:50]=3)=[C:42]([F:51])[CH:41]=2)=[O:38])[CH2:20][C:21]2[CH:26]=[CH:25][C:24]([C:27]3[CH:32]=[CH:31][C:30]([C:33](O)=[O:34])=[CH:29][C:28]=3[CH3:36])=[CH:23][CH:22]=2)=[O:17])[CH2:12][CH2:11]1)=[O:7])([CH3:4])([CH3:3])[CH3:2].[CH:52]([NH2:55])([CH3:54])[CH3:53].C(N(CC)C(C)C)(C)C.F[P-](F)(F)(F)(F)F.CN(C(ON1C2=NC=CC=C2N=N1)=[N+](C)C)C, predict the reaction product. The product is: [F:51][C:42]1[CH:41]=[C:40]([NH:39][C:37](=[O:38])[C@@H:19]([NH:18][C:16]([C@H:13]2[CH2:12][CH2:11][C@H:10]([CH2:9][NH:8][C:6](=[O:7])[O:5][C:1]([CH3:3])([CH3:2])[CH3:4])[CH2:15][CH2:14]2)=[O:17])[CH2:20][C:21]2[CH:22]=[CH:23][C:24]([C:27]3[CH:32]=[CH:31][C:30]([C:33](=[O:34])[NH:55][CH:52]([CH3:54])[CH3:53])=[CH:29][C:28]=3[CH3:36])=[CH:25][CH:26]=2)[CH:45]=[CH:44][C:43]=1[C:46]1[N:47]=[N:48][NH:49][N:50]=1.